Dataset: Catalyst prediction with 721,799 reactions and 888 catalyst types from USPTO. Task: Predict which catalyst facilitates the given reaction. Reactant: [NH2:1][CH2:2][C:3]1([CH2:6][O:7][C:8]2[C:13]([O:14][CH3:15])=[C:12]([O:16][CH3:17])[CH:11]=[CH:10][C:9]=2[C:18]2[CH:26]=[CH:25][CH:24]=[C:23]3[C:19]=2[CH2:20][CH2:21][C:22]3=[O:27])[CH2:5][CH2:4]1.C(N(CC)CC)C.[C:35](Cl)(=[O:41])[O:36][CH2:37][CH2:38][O:39][CH3:40]. Product: [CH3:40][O:39][CH2:38][CH2:37][O:36][C:35](=[O:41])[NH:1][CH2:2][C:3]1([CH2:6][O:7][C:8]2[C:9]([C:18]3[CH:26]=[CH:25][CH:24]=[C:23]4[C:19]=3[CH2:20][CH2:21][C:22]4=[O:27])=[CH:10][CH:11]=[C:12]([O:16][CH3:17])[C:13]=2[O:14][CH3:15])[CH2:4][CH2:5]1. The catalyst class is: 4.